This data is from Reaction yield outcomes from USPTO patents with 853,638 reactions. The task is: Predict the reaction yield, written as a fraction of the theoretical maximum amount of product (1.0 means a 100% yield; for example, 0.34 means a 34% yield). The reactants are [F:1][C:2]1([F:32])[CH2:7][CH2:6][N:5]([C:8]2[CH:9]=[CH:10][C:11]([C:14]3[NH:31][C:17]4=[N:18][CH:19]=[CH:20][C:21]([C:22]5[CH:27]=[CH:26][C:25]([CH2:28][NH2:29])=[C:24]([F:30])[CH:23]=5)=[C:16]4[N:15]=3)=[N:12][CH:13]=2)[CH2:4][CH2:3]1.[C:33]([C:37]1[N:41]=[C:40]([C:42](OC)=[O:43])[O:39][N:38]=1)([CH3:36])([CH3:35])[CH3:34]. No catalyst specified. The product is [C:33]([C:37]1[N:41]=[C:40]([C:42]([NH:29][CH2:28][C:25]2[CH:26]=[CH:27][C:22]([C:21]3[CH:20]=[CH:19][N:18]=[C:17]4[NH:31][C:14]([C:11]5[CH:10]=[CH:9][C:8]([N:5]6[CH2:6][CH2:7][C:2]([F:1])([F:32])[CH2:3][CH2:4]6)=[CH:13][N:12]=5)=[N:15][C:16]=34)=[CH:23][C:24]=2[F:30])=[O:43])[O:39][N:38]=1)([CH3:36])([CH3:34])[CH3:35]. The yield is 0.0800.